The task is: Predict the product of the given reaction.. This data is from Forward reaction prediction with 1.9M reactions from USPTO patents (1976-2016). (1) Given the reactants [N:1]1[CH:6]=[CH:5][CH:4]=[C:3]([NH:7][C:8](=[O:10])[O-])[N:2]=1.[F:11][C:12]1[CH:17]=[C:16]([F:18])[CH:15]=[CH:14][C:13]=1[C:19]1[CH:24]=[CH:23][N:22]=[C:21]([N:25]2[CH2:30][CH2:29][NH:28][CH2:27][CH2:26]2)[N:20]=1, predict the reaction product. The product is: [F:11][C:12]1[CH:17]=[C:16]([F:18])[CH:15]=[CH:14][C:13]=1[C:19]1[CH:24]=[CH:23][N:22]=[C:21]([N:25]2[CH2:26][CH2:27][N:28]([C:8]([NH:7][C:3]3[N:2]=[N:1][CH:6]=[CH:5][CH:4]=3)=[O:10])[CH2:29][CH2:30]2)[N:20]=1. (2) Given the reactants C(C1N=C([CH2:10][NH:11][C:12](=[O:18])[O:13][C:14]([CH3:17])([CH3:16])[CH3:15])C=CC=1)C=C.Br[C:20]1[CH:39]=[CH:38][C:23]([CH2:24][C@@H:25]([C:34]([O:36][CH3:37])=[O:35])[NH:26][C:27]([O:29][C:30]([CH3:33])([CH3:32])[CH3:31])=[O:28])=[CH:22][CH:21]=1.[CH3:40][C:41]1C(P(C2C(C)=CC=CC=2)C2C(C)=CC=CC=2)=CC=CC=1.CC[N:64]([CH:68]([CH3:70])[CH3:69])[CH:65]([CH3:67])C.[C:71](#N)C, predict the reaction product. The product is: [C:30]([O:29][C:27]([NH:26][C@H:25]([C:34]([O:36][CH3:37])=[O:35])[CH2:24][C:23]1[CH:38]=[CH:39][C:20]([CH:40]=[CH:41][CH2:70][C:68]2[CH:69]=[CH:71][CH:67]=[C:65]([N:11]([C:12]([O:13][C:14]([CH3:17])([CH3:16])[CH3:15])=[O:18])[CH3:10])[N:64]=2)=[CH:21][CH:22]=1)=[O:28])([CH3:33])([CH3:32])[CH3:31].